From a dataset of Reaction yield outcomes from USPTO patents with 853,638 reactions. Predict the reaction yield, written as a fraction of the theoretical maximum amount of product (1.0 means a 100% yield; for example, 0.34 means a 34% yield). The reactants are [Br:1][C:2]1[CH:3]=[C:4]([CH:21]=[CH:22][CH:23]=1)[CH2:5][N:6]([CH3:20])[CH2:7][CH:8]([C:10]1[CH:19]=[CH:18][C:17]2[C:12](=[CH:13][CH:14]=[CH:15][CH:16]=2)[CH:11]=1)O.S(=O)(=O)(O)O. The catalyst is C(Cl)Cl. The product is [Br:1][C:2]1[CH:3]=[C:4]2[C:21]([CH:8]([C:10]3[CH:19]=[CH:18][C:17]4[C:12](=[CH:13][CH:14]=[CH:15][CH:16]=4)[CH:11]=3)[CH2:7][N:6]([CH3:20])[CH2:5]2)=[CH:22][CH:23]=1. The yield is 0.410.